From a dataset of Forward reaction prediction with 1.9M reactions from USPTO patents (1976-2016). Predict the product of the given reaction. (1) Given the reactants [NH2:1][C:2]1[N:3]=[C:4]([NH:19][C:20]2[CH:25]=[CH:24][C:23]([N:26]3[CH2:31][CH2:30][N:29]([CH3:32])[CH2:28][CH2:27]3)=[CH:22][CH:21]=2)[S:5][C:6]=1[C:7]([C:9]1[CH:14]=[CH:13][C:12](Cl)=[C:11]([N+:16]([O-:18])=[O:17])[CH:10]=1)=[O:8].[NH:33]1[CH2:38][CH2:37][CH2:36][CH:35]([CH2:39][OH:40])[CH2:34]1, predict the reaction product. The product is: [NH2:1][C:2]1[N:3]=[C:4]([NH:19][C:20]2[CH:25]=[CH:24][C:23]([N:26]3[CH2:31][CH2:30][N:29]([CH3:32])[CH2:28][CH2:27]3)=[CH:22][CH:21]=2)[S:5][C:6]=1[C:7]([C:9]1[CH:14]=[CH:13][C:12]([N:33]2[CH2:38][CH2:37][CH2:36][CH:35]([CH2:39][OH:40])[CH2:34]2)=[C:11]([N+:16]([O-:18])=[O:17])[CH:10]=1)=[O:8]. (2) Given the reactants OC[C@H]1OCCNC1.OC[C@@H]1OCCNC1.[C:17]([O:21][C:22]([N:24]1[CH2:29][CH2:28][O:27][C@@H:26]([CH2:30][OH:31])C1)=[O:23])([CH3:20])([CH3:19])[CH3:18].[C:17]([O:21][C:22]([N:24]1[CH2:29][CH2:28][O:27][C@H:26]([CH2:30][OH:31])C1)=[O:23])([CH3:20])([CH3:19])[CH3:18], predict the reaction product. The product is: [C:17]([O:21][C:22](=[O:23])[NH:24][CH2:29][CH2:28][O:27][CH2:26][CH2:30][OH:31])([CH3:20])([CH3:18])[CH3:19]. (3) Given the reactants Cl[CH2:2][CH2:3][CH2:4][S:5][C:6]1[N:7]([CH3:18])[C:8]([C:11]2[S:15][C:14]([CH3:16])=[N:13][C:12]=2[CH3:17])=[N:9][N:10]=1.C([O-])([O-])=O.[K+].[K+].Cl.[F:26][C:27]1[CH:28]=[C:29]2[C:37](=[CH:38][CH:39]=1)[C:32]1([CH2:36][CH2:35][NH:34][CH2:33]1)[CH2:31][CH2:30]2.[Na+].[I-], predict the reaction product. The product is: [F:26][C:27]1[CH:28]=[C:29]2[C:37](=[CH:38][CH:39]=1)[C:32]1([CH2:36][CH2:35][N:34]([CH2:2][CH2:3][CH2:4][S:5][C:6]3[N:7]([CH3:18])[C:8]([C:11]4[S:15][C:14]([CH3:16])=[N:13][C:12]=4[CH3:17])=[N:9][N:10]=3)[CH2:33]1)[CH2:31][CH2:30]2.